This data is from Acute oral toxicity (LD50) regression data from Zhu et al.. The task is: Regression/Classification. Given a drug SMILES string, predict its toxicity properties. Task type varies by dataset: regression for continuous values (e.g., LD50, hERG inhibition percentage) or binary classification for toxic/non-toxic outcomes (e.g., AMES mutagenicity, cardiotoxicity, hepatotoxicity). Dataset: ld50_zhu. (1) The compound is CN(C)c1ccccc1CS(=O)c1nc2ccccc2[nH]1. The rat oral LD50 is 2.36, given as -log10 of the dose in mol/kg body weight (higher means more acutely toxic). (2) The molecule is CC(=O)OC1CC(C)CCC1C(C)C. The rat oral LD50 is 1.42, given as -log10 of the dose in mol/kg body weight (higher means more acutely toxic). (3) The compound is FC(F)(F)c1nc2c(Br)c(Cl)c(Br)cc2[nH]1. The rat oral LD50 is 4.65, given as -log10 of the dose in mol/kg body weight (higher means more acutely toxic). (4) The molecule is CNCCC=C1c2ccccc2CCc2ccccc21. The rat oral LD50 is 2.72, given as -log10 of the dose in mol/kg body weight (higher means more acutely toxic). (5) The molecule is CCOC(=O)C1=C(C)NC(C)=C(C(=O)OC)C1c1cccc2c1OCO2. The rat oral LD50 is 2.51, given as -log10 of the dose in mol/kg body weight (higher means more acutely toxic). (6) The drug is S=C1NCCS1. The rat oral LD50 is 2.60, given as -log10 of the dose in mol/kg body weight (higher means more acutely toxic). (7) The molecule is CCCCNCC(O)COc1ccc(-c2c(-c3ccccc3)c(=O)oc3cc(OC)ccc23)cc1. The rat oral LD50 is 2.98, given as -log10 of the dose in mol/kg body weight (higher means more acutely toxic). (8) The drug is COC(=O)CS. The rat oral LD50 is 3.10, given as -log10 of the dose in mol/kg body weight (higher means more acutely toxic).